This data is from Full USPTO retrosynthesis dataset with 1.9M reactions from patents (1976-2016). The task is: Predict the reactants needed to synthesize the given product. (1) Given the product [Cl:29][C:26]1[CH:27]=[CH:28][C:19]([NH:18][C:15]2[CH:16]=[C:17]3[C:12](=[CH:13][CH:14]=2)[N:11]([CH2:30][C:31]2[CH:36]=[CH:35][CH:34]=[CH:33][CH:32]=2)[CH:10]=[C:9]3[CH2:1][C:2]2[CH:7]=[CH:6][CH:5]=[CH:4][CH:3]=2)=[C:20]([CH:25]=1)[C:21]([O:23][CH3:24])=[O:22], predict the reactants needed to synthesize it. The reactants are: [C:1]([C:9]1[C:17]2[C:12](=[CH:13][CH:14]=[C:15]([NH:18][C:19]3[CH:28]=[CH:27][C:26]([Cl:29])=[CH:25][C:20]=3[C:21]([O:23][CH3:24])=[O:22])[CH:16]=2)[N:11]([CH2:30][C:31]2[CH:36]=[CH:35][CH:34]=[CH:33][CH:32]=2)[CH:10]=1)(=O)[C:2]1[CH:7]=[CH:6][CH:5]=[CH:4][CH:3]=1.C(OCC)(=O)C.O. (2) Given the product [CH3:27][N:28]([C:29]1[C:11]2[CH:12]=[C:13]([C:15]([F:17])([F:18])[F:16])[CH:14]=[CH:3][C:4]=2[S:5][C:6]=1[C:7]([O:9][CH3:10])=[O:8])[CH3:31], predict the reactants needed to synthesize it. The reactants are: NC1[C:3]2[CH:14]=[C:13]([C:15]([F:18])([F:17])[F:16])[CH:12]=[CH:11][C:4]=2[S:5][C:6]=1[C:7]([O:9][CH3:10])=[O:8].CI.C(=O)([O-])[O-].[K+].[K+].[CH3:27][N:28]([CH3:31])[CH:29]=O. (3) Given the product [NH2:35][C@@H:36]1[C@@H:41]([CH:42]2[CH2:44][CH2:43]2)[CH2:40][CH2:39][N:38]([C:3]2[C:2]([Br:1])=[CH:7][N:6]=[C:5]3[NH:8][CH:9]=[C:10]([NH:11][C:12]([C:14]4[CH:15]=[N:16][N:17]([CH2:19][C:20]5[CH:25]=[CH:24][CH:23]=[CH:22][CH:21]=5)[CH:18]=4)=[O:13])[C:4]=23)[CH2:37]1, predict the reactants needed to synthesize it. The reactants are: [Br:1][C:2]1[C:3](F)=[C:4]2[C:10]([NH:11][C:12]([C:14]3[CH:15]=[N:16][N:17]([CH2:19][C:20]4[CH:25]=[CH:24][CH:23]=[CH:22][CH:21]=4)[CH:18]=3)=[O:13])=[CH:9][NH:8][C:5]2=[N:6][CH:7]=1.C(OP([NH:35][C@@H:36]1[C@@H:41]([CH:42]2[CH2:44][CH2:43]2)[CH2:40][CH2:39][NH:38][CH2:37]1)(=O)OCC)C.C(O)CCC. (4) Given the product [CH3:11][O:10][C:8]([C:7]1[CH:6]=[C:5]2[C:4](=[CH:13][CH:12]=1)[NH:1][C:15]([CH2:16][CH2:17][CH3:18])=[CH:14]2)=[O:9], predict the reactants needed to synthesize it. The reactants are: [N+:1]([C:4]1[CH:13]=[CH:12][C:7]([C:8]([O:10][CH3:11])=[O:9])=[CH:6][C:5]=1[CH2:14][C:15](=O)[CH2:16][CH2:17][CH3:18])([O-])=O.S(S([O-])=O)([O-])=O.[Na+].[Na+]. (5) The reactants are: C[O:2][C:3](=[O:17])[C:4]1[CH:9]=[CH:8][C:7](/[CH:10]=[CH:11]/[C:12]([CH3:15])([CH3:14])[CH3:13])=[CH:6][C:5]=1[CH3:16].[OH-].[Li+].O.Cl. Given the product [CH3:13][C:12]([CH3:15])([CH3:14])/[CH:11]=[CH:10]/[C:7]1[CH:8]=[CH:9][C:4]([C:3]([OH:17])=[O:2])=[C:5]([CH3:16])[CH:6]=1, predict the reactants needed to synthesize it. (6) Given the product [Br:41][C:42]1[CH:43]=[CH:44][C:45]([C:46]([NH:33][C:10]2[CH:9]=[C:8]([C:4]3[CH:5]=[CH:6][CH:7]=[C:2]([Cl:1])[CH:3]=3)[C:17]3[C:12](=[CH:13][CH:14]=[C:15]([C:18]([C:26]4[CH:27]=[CH:28][C:29]([Cl:32])=[CH:30][CH:31]=4)([OH:25])[C:19]4[N:23]([CH3:24])[CH:22]=[N:21][CH:20]=4)[CH:16]=3)[N:11]=2)=[O:48])=[CH:49][CH:50]=1, predict the reactants needed to synthesize it. The reactants are: [Cl:1][C:2]1[CH:3]=[C:4]([C:8]2[C:17]3[C:12](=[CH:13][CH:14]=[C:15]([C:18]([C:26]4[CH:31]=[CH:30][C:29]([Cl:32])=[CH:28][CH:27]=4)([OH:25])[C:19]4[N:23]([CH3:24])[CH:22]=[N:21][CH:20]=4)[CH:16]=3)[N:11]=[C:10]([NH:33]C(C3OC=CC=3)=O)[CH:9]=2)[CH:5]=[CH:6][CH:7]=1.[Br:41][C:42]1[CH:50]=[CH:49][C:45]([C:46]([OH:48])=O)=[CH:44][CH:43]=1.Cl.C(C(NCCCN(C)C)=N)C.ON1C2C=CC=CC=2N=N1.CCN(CC)CC. (7) Given the product [NH2:15][CH:16]([C:24]1[CH:25]=[CH:26][C:27]([F:30])=[CH:28][CH:29]=1)[CH2:17][C:18]([OH:20])=[O:19], predict the reactants needed to synthesize it. The reactants are: P([O-])([O-])([O-])=O.[K+].[K+].[K+].COC(C)(C)C.[NH2:15][CH:16]([C:24]1[CH:29]=[CH:28][C:27]([F:30])=[CH:26][CH:25]=1)[CH2:17][C:18]([O:20]CCC)=[O:19]. (8) Given the product [NH2:12][NH:13][C:8](=[O:10])[CH2:7][N:1]1[CH2:6][CH2:5][O:4][CH2:3][CH2:2]1, predict the reactants needed to synthesize it. The reactants are: [N:1]1([CH2:7][C:8]([O:10]C)=O)[CH2:6][CH2:5][O:4][CH2:3][CH2:2]1.[NH2:12][NH2:13].